Dataset: Full USPTO retrosynthesis dataset with 1.9M reactions from patents (1976-2016). Task: Predict the reactants needed to synthesize the given product. (1) Given the product [CH:33]([O:32][C:29]1[CH:30]=[CH:31][C:26]([N:7]2[C:8]3[C:13](=[CH:12][C:11]([C:16]4[CH:21]=[CH:20][C:19]([C:22]([F:23])([F:24])[F:25])=[CH:18][N:17]=4)=[CH:10][CH:9]=3)[C:14]([CH2:37][CH2:36][C:38]3[CH:43]=[CH:42][CH:41]=[CH:40][N:39]=3)=[C:6]2[C:4]([OH:3])=[O:5])=[CH:27][CH:28]=1)([CH3:34])[CH3:35], predict the reactants needed to synthesize it. The reactants are: C([O:3][C:4]([C:6]1[N:7]([C:26]2[CH:31]=[CH:30][C:29]([O:32][CH:33]([CH3:35])[CH3:34])=[CH:28][CH:27]=2)[C:8]2[C:13]([C:14]=1I)=[CH:12][C:11]([C:16]1[CH:21]=[CH:20][C:19]([C:22]([F:25])([F:24])[F:23])=[CH:18][N:17]=1)=[CH:10][CH:9]=2)=[O:5])C.[CH:36]([C:38]1[CH:43]=[CH:42][CH:41]=[CH:40][N:39]=1)=[CH2:37]. (2) Given the product [CH2:22]([O:1][C:2]1[C:12]([CH:13]([CH3:15])[CH3:14])=[CH:11][C:10]([CH:16]([CH3:17])[CH3:18])=[CH:9][C:3]=1[C:4]([O:6][CH2:7][CH3:8])=[O:5])[CH2:23][CH2:24][CH2:25][CH2:26][CH3:27], predict the reactants needed to synthesize it. The reactants are: [OH:1][C:2]1[C:12]([CH:13]([CH3:15])[CH3:14])=[CH:11][C:10]([CH:16]([CH3:18])[CH3:17])=[CH:9][C:3]=1[C:4]([O:6][CH2:7][CH3:8])=[O:5].[H-].[Na+].I[CH2:22][CH2:23][CH2:24][CH2:25][CH2:26][CH3:27]. (3) Given the product [O:42]=[C:36]1[C:35]2[C:40](=[CH:41][C:32]([NH:31][C:30]([C:21]3([C:24]4[CH:25]=[CH:26][CH:27]=[CH:28][CH:29]=4)[CH2:20][CH2:19][NH:18][CH2:23][CH2:22]3)=[O:43])=[CH:33][CH:34]=2)[N:39]=[CH:38][NH:37]1, predict the reactants needed to synthesize it. The reactants are: C1C2C(COC([N:18]3[CH2:23][CH2:22][C:21]([C:30](=[O:43])[NH:31][C:32]4[CH:41]=[C:40]5[C:35]([C:36](=[O:42])[NH:37][CH:38]=[N:39]5)=[CH:34][CH:33]=4)([C:24]4[CH:29]=[CH:28][CH:27]=[CH:26][CH:25]=4)[CH2:20][CH2:19]3)=O)C3C(=CC=CC=3)C=2C=CC=1.CNCCS.N12CCCN=C1CCCCC2. (4) Given the product [Cl:34][C:35]1[CH:36]=[C:37]([CH:40]=[CH:41][CH:42]=1)[CH2:38][C:2]1[S:6][C:5]([CH:7]=[O:8])=[C:4]([CH3:9])[CH:3]=1, predict the reactants needed to synthesize it. The reactants are: Br[C:2]1[S:6][C:5]([CH:7]=[O:8])=[C:4]([CH3:9])[CH:3]=1.F[B-](F)(F)F.C([PH+](C(C)(C)C)C(C)(C)C)(C)(C)C.C1COCC1.[Cl-].[Cl:34][C:35]1[CH:36]=[C:37]([CH:40]=[CH:41][CH:42]=1)[CH2:38][Zn+]. (5) Given the product [CH2:6]([C:7]1[CH:16]=[CH:15][CH:14]=[CH:13][C:8]=1[CH2:9][NH:11][CH3:12])[C:5]1[CH:4]=[CH:3][CH:2]=[CH:18][CH:17]=1, predict the reactants needed to synthesize it. The reactants are: F[C:2]1[CH:18]=[CH:17][C:5]([CH2:6][C:7]2[CH:16]=[CH:15][CH:14]=[CH:13][C:8]=2[C:9]([NH:11][CH3:12])=O)=[CH:4][CH:3]=1.Cl. (6) Given the product [O:51]1[C:52]2[CH:53]=[CH:54][C:46]([CH2:45][NH:55][C:17]([C:16]3[N:11]4[CH2:12][CH2:13][CH2:14][CH2:15][C:10]4=[N:9][C:8]=3[N:7]([C:5](=[O:6])[C:4]3[CH:21]=[CH:22][CH:23]=[C:2]([Cl:1])[CH:3]=3)[CH3:20])=[O:18])=[CH:47][C:48]=2[O:49][CH2:50]1, predict the reactants needed to synthesize it. The reactants are: [Cl:1][C:2]1[CH:3]=[C:4]([CH:21]=[CH:22][CH:23]=1)[C:5]([N:7]([CH3:20])[C:8]1[N:9]=[C:10]2[CH2:15][CH2:14][CH2:13][CH2:12][N:11]2[C:16]=1[C:17](O)=[O:18])=[O:6].CCN=C=NCCCN(C)C.C1C=NC2N(O)N=NC=2C=1.[CH2:45]([NH2:55])[C:46]1[CH:54]=[CH:53][C:52]2[O:51][CH2:50][O:49][C:48]=2[CH:47]=1.